From a dataset of Forward reaction prediction with 1.9M reactions from USPTO patents (1976-2016). Predict the product of the given reaction. (1) Given the reactants [OH:1][CH2:2][C:3]1[CH:4]=[N:5][C:6]2[CH:7]=[C:8]3[CH2:24][C:14]4([C:22]5[C:17](=[N:18][CH:19]=[CH:20][CH:21]=5)[NH:16][C:15]4=[O:23])[CH2:13][C:9]3=[CH:10][C:11]=2[N:12]=1, predict the reaction product. The product is: [O:23]=[C:15]1[NH:16][C:17]2=[N:18][CH:19]=[CH:20][CH:21]=[C:22]2[C:14]21[CH2:13][C:9]1=[CH:10][C:11]3[N:12]=[C:3]([CH:2]=[O:1])[CH:4]=[N:5][C:6]=3[CH:7]=[C:8]1[CH2:24]2. (2) Given the reactants CON(C)[C:4]([CH:6]1[CH2:10][C:9](=[O:11])[N:8]([C:12]2[CH:17]=[CH:16][CH:15]=[C:14]([C:18]([F:21])([F:20])[F:19])[CH:13]=2)[CH2:7]1)=[O:5].[CH3:23][Mg]Br, predict the reaction product. The product is: [C:4]([CH:6]1[CH2:7][N:8]([C:12]2[CH:17]=[CH:16][CH:15]=[C:14]([C:18]([F:19])([F:20])[F:21])[CH:13]=2)[C:9](=[O:11])[CH2:10]1)(=[O:5])[CH3:23]. (3) Given the reactants Cl.[O:2]=[C:3]1[CH:8]([N:9]2[C:17](=[O:18])[C:16]3[C:11](=[CH:12][CH:13]=[CH:14][C:15]=3[CH2:19][NH:20][CH3:21])[C:10]2=[O:22])[CH2:7][CH2:6][C:5](=[O:23])[NH:4]1.[C:24]([N:28]=[C:29]=[O:30])([CH3:27])([CH3:26])[CH3:25].C(N(C(C)C)CC)(C)C.Cl, predict the reaction product. The product is: [C:24]([NH:28][C:29](=[O:30])[N:20]([CH2:19][C:15]1[CH:14]=[CH:13][CH:12]=[C:11]2[C:16]=1[C:17](=[O:18])[N:9]([CH:8]1[CH2:7][CH2:6][C:5](=[O:23])[NH:4][C:3]1=[O:2])[C:10]2=[O:22])[CH3:21])([CH3:27])([CH3:26])[CH3:25]. (4) Given the reactants [OH2:1].[OH-:2].[Li+].[CH2:4]([O:11][C:12]1[C:17]([CH3:18])=[CH:16][C:15]([C:19]2[CH:24]=[CH:23][C:22]([C:25]#N)=[C:21]([F:27])[CH:20]=2)=[CH:14][C:13]=1[CH3:28])[C:5]1[CH:10]=[CH:9][CH:8]=[CH:7][CH:6]=1.COCC(O)C.Cl, predict the reaction product. The product is: [CH2:4]([O:11][C:12]1[C:17]([CH3:18])=[CH:16][C:15]([C:19]2[CH:24]=[CH:23][C:22]([C:25]([OH:2])=[O:1])=[C:21]([F:27])[CH:20]=2)=[CH:14][C:13]=1[CH3:28])[C:5]1[CH:10]=[CH:9][CH:8]=[CH:7][CH:6]=1. (5) Given the reactants [CH3:1][C:2]1[CH:7]=[C:6]([N:8]2[CH2:13][CH2:12][N:11]([NH2:14])[CH2:10][CH2:9]2)[CH:5]=[CH:4][N:3]=1.[C:15](OC(=O)C)(=[O:17])C.C(=O)([O-])[O-].[K+].[K+], predict the reaction product. The product is: [CH3:1][C:2]1[CH:7]=[C:6]([N:8]2[CH2:9][CH2:10][N:11]([NH:14][CH:15]=[O:17])[CH2:12][CH2:13]2)[CH:5]=[CH:4][N:3]=1. (6) Given the reactants ClC1C=C(C=CC=1)N.N[C:10]1[CH:11]=[C:12]([CH:24]=[CH:25][C:26]=1OC)[C:13]([NH:15]C1C=CC(F)=C(F)C=1)=[O:14], predict the reaction product. The product is: [C:13]([NH2:15])(=[O:14])[C:12]1[CH:24]=[CH:25][CH:26]=[CH:10][CH:11]=1. (7) Given the reactants [CH3:1][O:2][C:3]([C:5]1[C:6]([C:13]2[CH:18]=[CH:17][C:16]([O:19][CH3:20])=[CH:15][C:14]=2[C:21]([F:24])([F:23])[F:22])=[CH:7][CH:8]=[C:9]([CH2:11]Br)[CH:10]=1)=[O:4].[F:25][C:26]1[C:31]([F:32])=[CH:30][CH:29]=[CH:28][C:27]=1[C:33]1[N:41]=[C:36]2[CH:37]=[N:38][NH:39][CH:40]=[C:35]2[N:34]=1, predict the reaction product. The product is: [CH3:1][O:2][C:3]([C:5]1[C:6]([C:13]2[CH:18]=[CH:17][C:16]([O:19][CH3:20])=[CH:15][C:14]=2[C:21]([F:24])([F:23])[F:22])=[CH:7][CH:8]=[C:9]([CH2:11][N:38]2[CH:37]=[C:36]3[N:41]=[C:33]([C:27]4[CH:28]=[CH:29][CH:30]=[C:31]([F:32])[C:26]=4[F:25])[N:34]=[C:35]3[CH:40]=[N:39]2)[CH:10]=1)=[O:4]. (8) The product is: [C:21]([O:20][C:18]([NH:1][C:2]1[CH:10]=[CH:9][C:5]([C:6]([OH:8])=[O:7])=[CH:4][CH:3]=1)=[O:19])([CH3:24])([CH3:23])[CH3:22]. Given the reactants [NH2:1][C:2]1[CH:10]=[CH:9][C:5]([C:6]([OH:8])=[O:7])=[CH:4][CH:3]=1.CCN(CC)CC.[C:18](O[C:18]([O:20][C:21]([CH3:24])([CH3:23])[CH3:22])=[O:19])([O:20][C:21]([CH3:24])([CH3:23])[CH3:22])=[O:19], predict the reaction product.